From a dataset of Catalyst prediction with 721,799 reactions and 888 catalyst types from USPTO. Predict which catalyst facilitates the given reaction. (1) Reactant: [NH2:1][C@H:2]1[C:10]2[C:5](=[CH:6][CH:7]=[C:8]([O:11][C:12]3[N:13]=[C:14]4[C:20]([CH:21]=[O:22])=[CH:19][N:18]([CH2:23][O:24][CH2:25][CH2:26][Si:27]([CH3:30])([CH3:29])[CH3:28])[C:15]4=[N:16][CH:17]=3)[CH:9]=2)[CH2:4][CH2:3]1.N1C=CC=CC=1.[CH3:37][C:38](OC(C)=O)=[O:39]. Product: [CH:21]([C:20]1[C:14]2[C:15](=[N:16][CH:17]=[C:12]([O:11][C:8]3[CH:9]=[C:10]4[C:5]([CH2:4][CH2:3][C@H:2]4[NH:1][C:38](=[O:39])[CH3:37])=[CH:6][CH:7]=3)[N:13]=2)[N:18]([CH2:23][O:24][CH2:25][CH2:26][Si:27]([CH3:30])([CH3:29])[CH3:28])[CH:19]=1)=[O:22]. The catalyst class is: 4. (2) Reactant: [N:1]([CH2:4][C:5]1[CH:6]=[C:7]([CH:12]=[C:13]([CH2:15][F:16])[CH:14]=1)[C:8](OC)=[O:9])=[N+]=[N-].[H-].[H-].[H-].[H-].[Li+].[Al+3]. Product: [NH2:1][CH2:4][C:5]1[CH:6]=[C:7]([CH:12]=[C:13]([CH2:15][F:16])[CH:14]=1)[CH2:8][OH:9]. The catalyst class is: 1. (3) Reactant: CC1(C)C(C)(C)OB([C:9]2[CH:14]=[CH:13][CH:12]=[CH:11][C:10]=2[NH2:15])O1.[OH-].[Na+].[N:19]12[CH2:26][CH2:25][CH:22]([CH2:23][CH2:24]1)[C@@H:21]([NH:27][C:28]([C:30]1[O:31][C:32]3[C:38](Br)=[CH:37][CH:36]=[CH:35][C:33]=3[CH:34]=1)=[O:29])[CH2:20]2. Product: [NH2:15][C:10]1[CH:11]=[CH:12][CH:13]=[CH:14][C:9]=1[C:38]1[C:32]2[O:31][C:30]([C:28]([NH:27][C@@H:21]3[CH:22]4[CH2:23][CH2:24][N:19]([CH2:26][CH2:25]4)[CH2:20]3)=[O:29])=[CH:34][C:33]=2[CH:35]=[CH:36][CH:37]=1. The catalyst class is: 151. (4) Reactant: [F:1][C:2]([F:24])([F:23])[O:3][C:4]1[CH:5]=[C:6]([C:10]2[CH:11]=[N:12][C:13]3[CH:14]=[CH:15][CH:16]=[C:17]([C:20](O)=[O:21])[C:18]=3[N:19]=2)[CH:7]=[CH:8][CH:9]=1.[NH2:25][C:26]1[S:27][CH:28]=[CH:29][N:30]=1.CN(C(ON1N=NC2C=CC=NC1=2)=[N+](C)C)C.F[P-](F)(F)(F)(F)F.CCN(C(C)C)C(C)C. Product: [S:27]1[CH:28]=[CH:29][N:30]=[C:26]1[NH:25][C:20]([C:17]1[C:18]2[N:19]=[C:10]([C:6]3[CH:7]=[CH:8][CH:9]=[C:4]([O:3][C:2]([F:1])([F:23])[F:24])[CH:5]=3)[CH:11]=[N:12][C:13]=2[CH:14]=[CH:15][CH:16]=1)=[O:21]. The catalyst class is: 18. (5) Reactant: [NH2:1][C:2]1[C:7]2[C:8]([C:11]3[CH:16]=[CH:15][C:14]([NH:17][C:18]([C:20]4[N:21]([CH3:29])[C:22]5[C:27]([CH:28]=4)=[CH:26][CH:25]=[CH:24][CH:23]=5)=[O:19])=[C:13]([O:30][CH3:31])[CH:12]=3)=[CH:9][S:10][C:6]=2[C:5]([C:32]([NH:34][CH:35]2[CH2:40][CH2:39][CH2:38][NH:37][CH2:36]2)=[O:33])=[CH:4][N:3]=1.[CH3:41][N:42]([CH3:47])[C:43](=[O:46])[CH:44]=[CH2:45]. Product: [NH2:1][C:2]1[C:7]2[C:8]([C:11]3[CH:16]=[CH:15][C:14]([NH:17][C:18]([C:20]4[N:21]([CH3:29])[C:22]5[C:27]([CH:28]=4)=[CH:26][CH:25]=[CH:24][CH:23]=5)=[O:19])=[C:13]([O:30][CH3:31])[CH:12]=3)=[CH:9][S:10][C:6]=2[C:5]([C:32]([NH:34][CH:35]2[CH2:40][CH2:39][CH2:38][N:37]([CH2:45][CH2:44][C:43]([N:42]([CH3:47])[CH3:41])=[O:46])[CH2:36]2)=[O:33])=[CH:4][N:3]=1. The catalyst class is: 4. (6) Reactant: [Cl:1][C:2]1([F:8])[CH2:4][CH:3]1[C:5](O)=[O:6].C(N1C=CN=C1)(N1C=CN=C1)=O.[C:21]1([C@H:27]([NH2:29])[CH3:28])[CH:26]=[CH:25][CH:24]=[CH:23][CH:22]=1. Product: [Cl:1][C:2]1([F:8])[CH2:4][CH:3]1[C:5]([NH:29][C@@H:27]([C:21]1[CH:26]=[CH:25][CH:24]=[CH:23][CH:22]=1)[CH3:28])=[O:6]. The catalyst class is: 1. (7) Reactant: [CH:1]([Si:3](OC)([O:6][CH3:7])[O:4][CH3:5])=[CH2:2].[CH:10]([Mg]Br)([CH3:12])[CH3:11].C[O-].[Mg+2].C[O-]. Product: [CH:10]([CH:2]=[CH:1][SiH:3]([O:6][CH3:7])[O:4][CH3:5])([CH3:12])[CH3:11]. The catalyst class is: 27. (8) Reactant: Br[CH2:2][C:3]([C@H:5]1[CH2:10][CH2:9][C@H:8]([CH2:11][N:12]2[C:16]3[CH:17]=[C:18]([O:21][CH3:22])[CH:19]=[CH:20][C:15]=3[N:14]([CH3:23])[C:13]2=[O:24])[CH2:7][CH2:6]1)=O.[C:25]([NH:28][C:29]([NH2:31])=[NH:30])(=[O:27])[CH3:26]. Product: [CH3:22][O:21][C:18]1[CH:19]=[CH:20][C:15]2[N:14]([CH3:23])[C:13](=[O:24])[N:12]([CH2:11][C@H:8]3[CH2:7][CH2:6][C@H:5]([C:3]4[N:30]=[C:29]([NH:28][C:25](=[O:27])[CH3:26])[NH:31][CH:2]=4)[CH2:10][CH2:9]3)[C:16]=2[CH:17]=1. The catalyst class is: 3. (9) Reactant: [O:1]1[C:5]2([CH2:10][CH2:9][CH:8]([C:11]([O:13][CH2:14][CH3:15])=[O:12])[CH2:7][CH2:6]2)[O:4][CH2:3][CH2:2]1.[Li+].[CH3:17]C([N-]C(C)C)C.IC. Product: [CH3:17][C:8]1([C:11]([O:13][CH2:14][CH3:15])=[O:12])[CH2:9][CH2:10][C:5]2([O:4][CH2:3][CH2:2][O:1]2)[CH2:6][CH2:7]1. The catalyst class is: 165.